This data is from Catalyst prediction with 721,799 reactions and 888 catalyst types from USPTO. The task is: Predict which catalyst facilitates the given reaction. (1) The catalyst class is: 8. Reactant: [BH4-].[Na+].[C:3]([C:6]1[S:7][CH:8]=[C:9]([C:11]([NH:13][C@H:14]([CH2:31][CH3:32])[CH2:15][N:16]2[CH:20]=[CH:19][C:18]([C:21]3[CH:26]=[CH:25][C:24]([C:27]#[N:28])=[C:23]([Cl:29])[C:22]=3[CH3:30])=[N:17]2)=[O:12])[N:10]=1)(=[O:5])[CH3:4]. Product: [Cl:29][C:23]1[C:22]([CH3:30])=[C:21]([C:18]2[CH:19]=[CH:20][N:16]([CH2:15][C@H:14]([NH:13][C:11]([C:9]3[N:10]=[C:6]([CH:3]([OH:5])[CH3:4])[S:7][CH:8]=3)=[O:12])[CH2:31][CH3:32])[N:17]=2)[CH:26]=[CH:25][C:24]=1[C:27]#[N:28]. (2) Reactant: [CH3:1][N:2]([CH3:18])[C:3]1[C:8]([CH3:9])=[CH:7][N:6]=[C:5]([NH:10][C@@H:11]2[CH2:16][CH2:15][C@H:14]([NH2:17])[CH2:13][CH2:12]2)[N:4]=1.[F:19][C:20]([F:34])([F:33])[C:21]1[CH:22]=[C:23]([S:27]([CH2:29][C:30](O)=[O:31])=[O:28])[CH:24]=[CH:25][CH:26]=1.CN(C(ON1N=NC2C=CC=NC1=2)=[N+](C)C)C.F[P-](F)(F)(F)(F)F.CCN(CC)CC. Product: [CH3:18][N:2]([CH3:1])[C:3]1[C:8]([CH3:9])=[CH:7][N:6]=[C:5]([NH:10][C@@H:11]2[CH2:16][CH2:15][C@H:14]([NH:17][C:30](=[O:31])[CH2:29][S:27]([C:23]3[CH:24]=[CH:25][CH:26]=[C:21]([C:20]([F:33])([F:19])[F:34])[CH:22]=3)=[O:28])[CH2:13][CH2:12]2)[N:4]=1. The catalyst class is: 2. (3) Reactant: [CH3:1][O:2][CH:3]([O:16][CH3:17])[C:4]1[C:13]([CH:14]=[O:15])=[CH:12][C:11]2[CH2:10][CH2:9][CH2:8][NH:7][C:6]=2[N:5]=1.[C:18]([C:20]1[C:21]([CH2:36][CH3:37])=[CH:22][C:23]([NH:26][C:27](=O)[O:28]C2C=CC=CC=2)=[N:24][CH:25]=1)#[N:19]. Product: [C:18]([C:20]1[C:21]([CH2:36][CH3:37])=[CH:22][C:23]([NH:26][C:27]([N:7]2[C:6]3[C:11](=[CH:12][C:13]([CH:14]=[O:15])=[C:4]([CH:3]([O:2][CH3:1])[O:16][CH3:17])[N:5]=3)[CH2:10][CH2:9][CH2:8]2)=[O:28])=[N:24][CH:25]=1)#[N:19]. The catalyst class is: 241. (4) Reactant: [Cl:1][C:2]1[CH:21]=[CH:20][C:5]([C:6]([C@@H:8]2[CH2:12][CH2:11][N:10]([C:13]([O:15][C:16]([CH3:19])([CH3:18])[CH3:17])=[O:14])[CH2:9]2)=[O:7])=[CH:4][C:3]=1[F:22].C([BH-](C(CC)C)C(CC)C)(CC)C.[Li+].O. Product: [Cl:1][C:2]1[CH:21]=[CH:20][C:5]([CH:6]([OH:7])[C@@H:8]2[CH2:12][CH2:11][N:10]([C:13]([O:15][C:16]([CH3:17])([CH3:19])[CH3:18])=[O:14])[CH2:9]2)=[CH:4][C:3]=1[F:22]. The catalyst class is: 1.